This data is from CYP2C19 inhibition data for predicting drug metabolism from PubChem BioAssay. The task is: Regression/Classification. Given a drug SMILES string, predict its absorption, distribution, metabolism, or excretion properties. Task type varies by dataset: regression for continuous measurements (e.g., permeability, clearance, half-life) or binary classification for categorical outcomes (e.g., BBB penetration, CYP inhibition). Dataset: cyp2c19_veith. (1) The molecule is CC(C)NC(=O)N1CCCC2(CCN(C(=O)c3ccco3)CC2)C1. The result is 0 (non-inhibitor). (2) The drug is COc1ccc(O[C@H]2C=C[C@@H](c3ccccc3)O[C@H]2CO/N=C(/C)CCC(=O)OC[C@@H]2O[C@H](c3ccccc3)C=C[C@@H]2Oc2ccc(OC)cc2)cc1. The result is 1 (inhibitor). (3) The drug is COc1ccc(-c2csc(NC(=O)CCn3cnc4ccccc4c3=O)n2)cc1OC. The result is 1 (inhibitor). (4) The molecule is O=C(CSc1nc2nc(-c3cccs3)cc(C(F)(F)F)c2c(=O)[nH]1)NCc1ccco1. The result is 1 (inhibitor). (5) The molecule is CNC(=O)c1nnn(Cc2ccccc2)c1NC(=O)C(F)(F)F. The result is 0 (non-inhibitor). (6) The molecule is COc1ccc2nc(C)cc(SCC(=O)Nc3c(C)cc(C)cc3C)c2c1. The result is 1 (inhibitor). (7) The molecule is COc1cc(OC)c(C2C(C(=O)Nc3ccc(C)cc3C)=C(C)Nc3ncnn32)cc1OC. The result is 0 (non-inhibitor). (8) The compound is O=C1CN2CCN(CC2)CC(=O)Nc2ccc(cc2)S(=O)(=O)c2ccc(cc2)NC(=O)CN2CCN(CC2)CC(=O)Nc2ccc(cc2)S(=O)(=O)c2ccc(cc2)N1. The result is 0 (non-inhibitor). (9) The molecule is Cn1c(=O)c2[nH]cnc2n(C)c1=O.[CH2-][C@H](Cc1cccc2cc(C(=O)O)c(=O)oc12)OC.[Hg].[OH-]. The result is 0 (non-inhibitor).